From a dataset of Forward reaction prediction with 1.9M reactions from USPTO patents (1976-2016). Predict the product of the given reaction. (1) Given the reactants [C:1]1([C:7]2([C:11]#N)[CH2:10][CH2:9][CH2:8]2)[CH:6]=[CH:5][CH:4]=[CH:3][CH:2]=1.[OH-:13].[K+].C(O)C[O:17]CCO, predict the reaction product. The product is: [C:1]1([C:7]2([C:11]([OH:17])=[O:13])[CH2:10][CH2:9][CH2:8]2)[CH:6]=[CH:5][CH:4]=[CH:3][CH:2]=1. (2) Given the reactants C([O:5][C:6]([N:8]1[CH2:13][CH2:12][CH2:11][CH2:10][CH:9]1[CH2:14][NH2:15])=[O:7])(C)(C)C.Cl[C:17]1[CH:26]=[N:25][C:24]2[C:19](=[CH:20][CH:21]=[CH:22][CH:23]=2)[N:18]=1, predict the reaction product. The product is: [N:18]1[C:19]2[C:24](=[CH:23][CH:22]=[CH:21][CH:20]=2)[N:25]=[CH:26][C:17]=1[NH:15][CH2:14][CH:9]1[CH2:10][CH2:11][CH2:12][CH2:13][N:8]1[C:6]([OH:5])=[O:7]. (3) Given the reactants [OH:1][N:2]=[C:3]([C:5]1[S:9][C:8]([N:10]2[CH2:14][CH2:13][C@H:12]([O:15][C:16]3[CH:21]=[CH:20][CH:19]=[CH:18][C:17]=3[C:22]([F:25])([F:24])[F:23])[CH2:11]2)=[N:7][CH:6]=1)[NH2:4].[C:26](OCC)(=O)[CH2:27][OH:28].[O-]CC.[Na+], predict the reaction product. The product is: [F:23][C:22]([F:25])([F:24])[C:17]1[CH:18]=[CH:19][CH:20]=[CH:21][C:16]=1[O:15][C@H:12]1[CH2:13][CH2:14][N:10]([C:8]2[S:9][C:5]([C:3]3[N:4]=[C:26]([CH2:27][OH:28])[O:1][N:2]=3)=[CH:6][N:7]=2)[CH2:11]1. (4) Given the reactants [F:1][C:2]1([F:20])[CH2:5][N:4]([C:6]2[C:7]([O:14][CH2:15][C:16]([F:19])([F:18])[F:17])=[CH:8]C(C#N)=[N:10][CH:11]=2)[CH2:3]1.[OH-:21].[K+].[CH3:23][CH2:24][OH:25], predict the reaction product. The product is: [F:1][C:2]1([F:20])[CH2:5][N:4]([C:6]2[C:7]([O:14][CH2:15][C:16]([F:19])([F:18])[F:17])=[CH:8][C:23]([C:24]([OH:21])=[O:25])=[N:10][CH:11]=2)[CH2:3]1. (5) Given the reactants [OH-].[Na+].[O:3]1[C:7]2[CH:8]=[CH:9][CH:10]=[CH:11][C:6]=2[N:5]=[C:4]1[C:12]1[N:22]=[CH:21][CH:20]=[CH:19][C:13]=1[C:14]([O:16]CC)=[O:15], predict the reaction product. The product is: [O:3]1[C:7]2[CH:8]=[CH:9][CH:10]=[CH:11][C:6]=2[N:5]=[C:4]1[C:12]1[N:22]=[CH:21][CH:20]=[CH:19][C:13]=1[C:14]([OH:16])=[O:15].